This data is from Reaction yield outcomes from USPTO patents with 853,638 reactions. The task is: Predict the reaction yield, written as a fraction of the theoretical maximum amount of product (1.0 means a 100% yield; for example, 0.34 means a 34% yield). (1) The reactants are [CH3:1][C:2]1[N:7]=[C:6]([C:8]2[CH:13]=[CH:12][N:11]=[C:10]([C:14]3[CH:15]=[C:16]([S:20](Cl)(=[O:22])=[O:21])[CH:17]=[CH:18][CH:19]=3)[CH:9]=2)[CH:5]=[C:4]([C:24]2[CH:29]=[CH:28][C:27]([C:30]([F:33])([F:32])[F:31])=[CH:26][CH:25]=2)[CH:3]=1.[CH2:34]([CH2:36][NH2:37])[OH:35]. The catalyst is C1COCC1.CCOC(C)=O. The product is [OH:35][CH2:34][CH2:36][NH:37][S:20]([C:16]1[CH:17]=[CH:18][CH:19]=[C:14]([C:10]2[CH:9]=[C:8]([C:6]3[CH:5]=[C:4]([C:24]4[CH:25]=[CH:26][C:27]([C:30]([F:32])([F:33])[F:31])=[CH:28][CH:29]=4)[CH:3]=[C:2]([CH3:1])[N:7]=3)[CH:13]=[CH:12][N:11]=2)[CH:15]=1)(=[O:21])=[O:22]. The yield is 0.210. (2) The reactants are [Mg].C1(S([N:11]2[C:26]([CH2:27][CH3:28])=[C:15]3[CH2:16][CH:17]([N:23]([CH3:25])[CH3:24])[C:18]4[CH2:19][O:20][CH:21]=[CH:22][C:13]([C:14]=43)=[CH:12]2)(=O)=O)C=CC=CC=1. The catalyst is CO.C(Cl)(Cl)Cl. The product is [CH2:27]([C:26]1[NH:11][CH:12]=[C:13]2[CH:22]=[CH:21][O:20][CH2:19][C:18]3[CH:17]([N:23]([CH3:25])[CH3:24])[CH2:16][C:15]=1[C:14]2=3)[CH3:28]. The yield is 0.790. (3) No catalyst specified. The yield is 0.620. The product is [CH:25]1([NH:31][C:4]([C:6]2[S:7][C:8]([C:19]3[CH:20]=[CH:21][CH:22]=[CH:23][CH:24]=3)=[C:9]([C:11]3[CH:12]=[CH:13][C:14]([O:17][CH3:18])=[CH:15][CH:16]=3)[N:10]=2)=[O:5])[CH2:30][CH2:29][CH2:28][CH2:27][CH2:26]1. The reactants are C(O[C:4]([C:6]1[S:7][C:8]([C:19]2[CH:24]=[CH:23][CH:22]=[CH:21][CH:20]=2)=[C:9]([C:11]2[CH:16]=[CH:15][C:14]([O:17][CH3:18])=[CH:13][CH:12]=2)[N:10]=1)=[O:5])C.[CH:25]1([NH2:31])[CH2:30][CH2:29][CH2:28][CH2:27][CH2:26]1. (4) The reactants are [Cl:1][C:2]1[CH:3]=[C:4]([C:10]2([C:26]([F:29])([F:28])[F:27])[O:14][N:13]=[C:12]([C:15]3[CH:24]=[CH:23][C:18]([C:19]([O:21]C)=[O:20])=[C:17]([CH3:25])[CH:16]=3)[CH2:11]2)[CH:5]=[C:6]([Cl:9])[C:7]=1[Cl:8].[OH-].[Na+].Cl. The catalyst is C1COCC1.O.CO. The product is [Cl:1][C:2]1[CH:3]=[C:4]([C:10]2([C:26]([F:28])([F:29])[F:27])[O:14][N:13]=[C:12]([C:15]3[CH:24]=[CH:23][C:18]([C:19]([OH:21])=[O:20])=[C:17]([CH3:25])[CH:16]=3)[CH2:11]2)[CH:5]=[C:6]([Cl:9])[C:7]=1[Cl:8]. The yield is 0.950. (5) The reactants are C([O:3][C:4](=[O:20])[CH2:5][C:6]1([OH:19])[CH2:11][CH2:10][N:9]([C:12]([O:14][C:15]([CH3:18])([CH3:17])[CH3:16])=[O:13])[CH2:8][CH2:7]1)C.[OH-].[Na+]. The catalyst is CO.O. The product is [C:15]([O:14][C:12]([N:9]1[CH2:8][CH2:7][C:6]([CH2:5][C:4]([OH:20])=[O:3])([OH:19])[CH2:11][CH2:10]1)=[O:13])([CH3:18])([CH3:16])[CH3:17]. The yield is 0.970.